This data is from Peptide-MHC class I binding affinity with 185,985 pairs from IEDB/IMGT. The task is: Regression. Given a peptide amino acid sequence and an MHC pseudo amino acid sequence, predict their binding affinity value. This is MHC class I binding data. (1) The peptide sequence is LTFLDCLYY. The MHC is HLA-A31:01 with pseudo-sequence HLA-A31:01. The binding affinity (normalized) is 0.0847. (2) The peptide sequence is CPMCCSKIL. The MHC is HLA-B07:02 with pseudo-sequence HLA-B07:02. The binding affinity (normalized) is 0.715. (3) The peptide sequence is FAFCSWLSY. The MHC is Mamu-B17 with pseudo-sequence Mamu-B17. The binding affinity (normalized) is 0.501. (4) The peptide sequence is LVKSYSLIR. The MHC is HLA-A11:01 with pseudo-sequence HLA-A11:01. The binding affinity (normalized) is 0.325. (5) The peptide sequence is GQTVEMSPF. The MHC is HLA-B57:01 with pseudo-sequence HLA-B57:01. The binding affinity (normalized) is 0.213. (6) The peptide sequence is ILRNPGFAL. The MHC is HLA-B35:01 with pseudo-sequence HLA-B35:01. The binding affinity (normalized) is 0.0847. (7) The peptide sequence is KFADDLNQM. The MHC is HLA-A30:02 with pseudo-sequence HLA-A30:02. The binding affinity (normalized) is 0.0473.